This data is from Full USPTO retrosynthesis dataset with 1.9M reactions from patents (1976-2016). The task is: Predict the reactants needed to synthesize the given product. Given the product [O:1]1[CH:5]=[CH:4][C:3]([C:6]2[N:11]3[N:12]=[C:13]([NH:15][C:21]([C:18]4[CH:19]=[CH:20][O:16][CH:17]=4)=[O:22])[N:14]=[C:10]3[CH:9]=[CH:8][CH:7]=2)=[CH:2]1, predict the reactants needed to synthesize it. The reactants are: [O:1]1[CH:5]=[CH:4][C:3]([C:6]2[N:11]3[N:12]=[C:13]([NH2:15])[N:14]=[C:10]3[CH:9]=[CH:8][CH:7]=2)=[CH:2]1.[O:16]1[CH:20]=[CH:19][C:18]([C:21](Cl)=[O:22])=[CH:17]1.